This data is from Experimental lipophilicity measurements (octanol/water distribution) for 4,200 compounds from AstraZeneca. The task is: Regression/Classification. Given a drug SMILES string, predict its absorption, distribution, metabolism, or excretion properties. Task type varies by dataset: regression for continuous measurements (e.g., permeability, clearance, half-life) or binary classification for categorical outcomes (e.g., BBB penetration, CYP inhibition). For this dataset (lipophilicity_astrazeneca), we predict Y. (1) The molecule is COc1ccc(Nc2nccc(-c3cnc(C)n3C(C)C)n2)cc1. The Y is 3.43 logD. (2) The drug is CCN(CC)C(C)C(=O)c1ccccc1. The Y is 1.18 logD. (3) The drug is CCOC(=O)c1ccc(OCCC2CN(c3ccc(C)nn3)C2)cc1. The Y is 3.22 logD. (4) The drug is O=C(O)c1cccnc1Nc1cccc(C(F)(F)F)c1. The Y is 1.00 logD. (5) The molecule is CCN(CC)CCNC(=O)c1cc(Cl)c(N)cc1OC. The Y is 0.340 logD. (6) The molecule is CN1CC(=O)N2[C@H](Cc3c([nH]c4ccccc34)[C@H]2c2ccc3c(c2)OCO3)C1=O. The Y is 2.60 logD. (7) The molecule is CNC(=O)OC[C@@H](C)N(c1cc(Cl)ccc1CO)S(=O)(=O)c1ccc(Cl)cc1. The Y is 3.00 logD. (8) The drug is CC(=O)N1CCOc2nc(OCc3ccccc3)ccc21. The Y is 2.40 logD. (9) The drug is CSc1ncccc1C(=O)Nc1nccs1. The Y is 1.43 logD. (10) The drug is CC(=O)Nc1cnc2ccn(-c3cc(NC4CC4)n4ncc(C#N)c4n3)c2c1. The Y is 2.69 logD.